From a dataset of Catalyst prediction with 721,799 reactions and 888 catalyst types from USPTO. Predict which catalyst facilitates the given reaction. (1) Reactant: [Br:1][C:2]1[CH:3]=[C:4]2[C:9](=[CH:10][CH:11]=1)[N:8]=[N:7][C:6]([N+:12]([O-])=O)=[C:5]2[NH:15][C:16]1[CH:21]=[CH:20][C:19]([C:22]([CH3:26])([CH3:25])[C:23]#[N:24])=[CH:18][CH:17]=1.O.O.Cl[Sn]Cl.C([O-])([O-])=O.[Na+].[Na+]. Product: [NH2:12][C:6]1[N:7]=[N:8][C:9]2[C:4]([C:5]=1[NH:15][C:16]1[CH:17]=[CH:18][C:19]([C:22]([CH3:25])([CH3:26])[C:23]#[N:24])=[CH:20][CH:21]=1)=[CH:3][C:2]([Br:1])=[CH:11][CH:10]=2. The catalyst class is: 25. (2) Reactant: [C:1]1([C:9]2[CH:14]=[C:13]([CH2:15][OH:16])[CH:12]=[CH:11][C:10]=2[C:17]2[CH:22]=[C:21]([O:23][CH3:24])[CH:20]=[CH:19][C:18]=2[F:25])[CH2:8][CH2:7][CH2:6][CH2:5][CH2:4][CH2:3][CH:2]=1. Product: [CH:1]1([C:9]2[CH:14]=[C:13]([CH2:15][OH:16])[CH:12]=[CH:11][C:10]=2[C:17]2[CH:22]=[C:21]([O:23][CH3:24])[CH:20]=[CH:19][C:18]=2[F:25])[CH2:2][CH2:3][CH2:4][CH2:5][CH2:6][CH2:7][CH2:8]1. The catalyst class is: 99. (3) Reactant: [C:1]([O:5][C:6]([NH:8][C@@H:9]([CH:13]1[CH2:18][CH2:17][CH2:16][CH2:15][CH2:14]1)[C:10]([OH:12])=[O:11])=[O:7])([CH3:4])([CH3:3])[CH3:2].[CH3:19][Si](C=[N+]=[N-])(C)C. Product: [CH3:19][O:11][C:10](=[O:12])[C@@H:9]([NH:8][C:6]([O:5][C:1]([CH3:4])([CH3:2])[CH3:3])=[O:7])[CH:13]1[CH2:18][CH2:17][CH2:16][CH2:15][CH2:14]1. The catalyst class is: 224.